Predict the product of the given reaction. From a dataset of Forward reaction prediction with 1.9M reactions from USPTO patents (1976-2016). Given the reactants [BH4-].[Na+].[CH3:3][O:4][C:5](=[O:28])[CH2:6][C:7](=[O:27])[C@H:8]([N:18]([C:20]([O:22][C:23]([CH3:26])([CH3:25])[CH3:24])=[O:21])[CH3:19])[CH2:9][C:10]1[CH:15]=[CH:14][C:13]([Cl:16])=[C:12]([Cl:17])[CH:11]=1.O.CO, predict the reaction product. The product is: [CH3:3][O:4][C:5](=[O:28])[CH2:6][C@@H:7]([OH:27])[C@H:8]([N:18]([C:20]([O:22][C:23]([CH3:24])([CH3:25])[CH3:26])=[O:21])[CH3:19])[CH2:9][C:10]1[CH:15]=[CH:14][C:13]([Cl:16])=[C:12]([Cl:17])[CH:11]=1.